This data is from Catalyst prediction with 721,799 reactions and 888 catalyst types from USPTO. The task is: Predict which catalyst facilitates the given reaction. (1) Reactant: [C:1]([O:5][C:6](=[O:26])[NH:7][C:8]1[S:9][CH2:10][CH2:11][C@@:12]([CH2:24][CH3:25])([C:14]2[CH:19]=[C:18]([N+:20]([O-])=O)[CH:17]=[CH:16][C:15]=2[F:23])[N:13]=1)([CH3:4])([CH3:3])[CH3:2].OCC1(OC[C@@H](O)[C@@H](O)[C@H]1O)O. Product: [C:1]([O:5][C:6](=[O:26])[NH:7][C:8]1[S:9][CH2:10][CH2:11][C@:12]([C:14]2[CH:19]=[C:18]([NH2:20])[CH:17]=[CH:16][C:15]=2[F:23])([CH2:24][CH3:25])[N:13]=1)([CH3:2])([CH3:3])[CH3:4]. The catalyst class is: 19. (2) Product: [ClH:1].[ClH:1].[C:32]([N:28]1[CH2:29][CH2:30][CH2:31][C:25]2[CH:24]=[CH:23][C:22]([O:21][CH2:20][C:8]3([C:6]([OH:7])=[O:5])[CH2:13][CH2:12][N:11]([C:14]4[CH:19]=[CH:18][N:17]=[CH:16][CH:15]=4)[CH2:10][CH2:9]3)=[CH:35][C:26]=2[CH2:27]1)(=[NH:33])[NH2:34]. The catalyst class is: 33. Reactant: [ClH:1].Cl.C([O:5][C:6]([C:8]1([CH2:20][O:21][C:22]2[CH:23]=[CH:24][C:25]3[CH2:31][CH2:30][CH2:29][N:28]([C:32](=[NH:34])[NH2:33])[CH2:27][C:26]=3[CH:35]=2)[CH2:13][CH2:12][N:11]([C:14]2[CH:19]=[CH:18][N:17]=[CH:16][CH:15]=2)[CH2:10][CH2:9]1)=[O:7])C. (3) Reactant: [NH2:1][C@@H:2]([CH2:6][C:7]1[CH:12]=[CH:11][C:10]([C:13]2[CH:18]=[C:17]([O:19][C@H:20]([C:25]3[CH:30]=[CH:29][C:28]([C:31]4[CH:36]=[CH:35][CH:34]=[C:33]([O:37][CH3:38])[CH:32]=4)=[CH:27][CH:26]=3)[C:21]([F:24])([F:23])[F:22])[N:16]=[C:15]([NH2:39])[N:14]=2)=[CH:9][CH:8]=1)[C:3]([O-:5])=[O:4].[CH3:40][C:41]1[CH:42]=[CH:43][C:44]([S:47]([OH:50])(=[O:49])=[O:48])=[CH:45][CH:46]=1.O.C(#N)C. Product: [S:47]([C:44]1[CH:45]=[CH:46][C:41]([CH3:40])=[CH:42][CH:43]=1)([OH:50])(=[O:49])=[O:48].[NH2:1][C@@H:2]([CH2:6][C:7]1[CH:8]=[CH:9][C:10]([C:13]2[CH:18]=[C:17]([O:19][C@H:20]([C:25]3[CH:30]=[CH:29][C:28]([C:31]4[CH:36]=[CH:35][CH:34]=[C:33]([O:37][CH3:38])[CH:32]=4)=[CH:27][CH:26]=3)[C:21]([F:22])([F:24])[F:23])[N:16]=[C:15]([NH2:39])[N:14]=2)=[CH:11][CH:12]=1)[C:3]([OH:5])=[O:4]. The catalyst class is: 20. (4) Reactant: [C:1]1([CH3:11])[CH:6]=[CH:5][C:4]([S:7](Cl)(=[O:9])=[O:8])=[CH:3][CH:2]=1.[OH:12][CH:13]([CH2:36][OH:37])[CH2:14][CH:15]([C:27]1[CH:32]=[C:31]([F:33])[C:30]([F:34])=[C:29]([F:35])[CH:28]=1)[C:16]([NH:18][NH:19][C:20]([O:22][C:23]([CH3:26])([CH3:25])[CH3:24])=[O:21])=[O:17]. Product: [C:1]1([CH3:11])[CH:6]=[CH:5][C:4]([S:7]([O:37][CH2:36][CH:13]([OH:12])[CH2:14][CH:15]([C:27]2[CH:32]=[C:31]([F:33])[C:30]([F:34])=[C:29]([F:35])[CH:28]=2)[C:16]([NH:18][NH:19][C:20]([O:22][C:23]([CH3:26])([CH3:25])[CH3:24])=[O:21])=[O:17])(=[O:9])=[O:8])=[CH:3][CH:2]=1. The catalyst class is: 17. (5) Reactant: [N:1]1([C:6]2[CH:26]=[CH:25][C:9]([CH2:10][C:11]3[C:12]([CH3:24])=[C:13]([CH3:23])[C:14]([CH:21]=O)=[C:15]([CH:20]=3)[C:16](OC)=[O:17])=[CH:8][CH:7]=2)[CH:5]=[CH:4][CH:3]=[N:2]1.[NH2:27][CH2:28][C:29]([CH3:32])([OH:31])[CH3:30]. Product: [OH:31][C:29]([CH3:32])([CH3:30])[CH2:28][N:27]1[CH2:21][C:14]2[C:15](=[CH:20][C:11]([CH2:10][C:9]3[CH:25]=[CH:26][C:6]([N:1]4[CH:5]=[CH:4][CH:3]=[N:2]4)=[CH:7][CH:8]=3)=[C:12]([CH3:24])[C:13]=2[CH3:23])[C:16]1=[O:17]. The catalyst class is: 1. (6) Reactant: [C:1]([C:3]1[CH:8]=[CH:7][C:6](B(O)O)=[CH:5][CH:4]=1)#[N:2].Br[C:13]1[CH:14]=[N:15][CH:16]=[CH:17][C:18]=1[CH:19]([OH:21])[CH3:20].C(Cl)Cl.C([O-])([O-])=O.[Na+].[Na+]. Product: [OH:21][CH:19]([C:18]1[CH:17]=[CH:16][N:15]=[CH:14][C:13]=1[C:6]1[CH:7]=[CH:8][C:3]([C:1]#[N:2])=[CH:4][CH:5]=1)[CH3:20]. The catalyst class is: 151. (7) Reactant: [Na].[OH:2][C:3]1[CH:4]=[N:5][CH:6]=[CH:7][CH:8]=1.Br[CH2:10][CH2:11][O:12][C:13](=[O:15])[CH3:14]. Product: [CH2:11]([O:12][C:13](=[O:15])[CH2:14][O:2][C:3]1[CH:4]=[N:5][CH:6]=[CH:7][CH:8]=1)[CH3:10]. The catalyst class is: 3. (8) Reactant: [Cl:1][C:2]1[CH:3]=[C:4]([C:12]2[O:16][N:15]=[C:14]([C:17]3[CH:22]=[CH:21][C:20]([OH:23])=[CH:19][C:18]=3[CH3:24])[N:13]=2)[CH:5]=[CH:6][C:7]=1[O:8][CH:9]([CH3:11])[CH3:10].Br[CH2:26][CH2:27][CH2:28][C:29]([O:31][CH2:32][CH3:33])=[O:30].C(=O)([O-])[O-].[K+].[K+]. Product: [Cl:1][C:2]1[CH:3]=[C:4]([C:12]2[O:16][N:15]=[C:14]([C:17]3[CH:22]=[CH:21][C:20]([O:23][CH2:26][CH2:27][CH2:28][C:29]([O:31][CH2:32][CH3:33])=[O:30])=[CH:19][C:18]=3[CH3:24])[N:13]=2)[CH:5]=[CH:6][C:7]=1[O:8][CH:9]([CH3:10])[CH3:11]. The catalyst class is: 21.